Dataset: Forward reaction prediction with 1.9M reactions from USPTO patents (1976-2016). Task: Predict the product of the given reaction. (1) Given the reactants C([NH:9][C:10](=[O:37])[NH:11][C:12]1[O:13][C:14]([C:30]2[CH:35]=[CH:34][CH:33]=[C:32]([Cl:36])[CH:31]=2)=[C:15]([CH2:22][C:23]2[CH:28]=[CH:27][C:26]([Cl:29])=[CH:25][CH:24]=2)[C:16]=1[C:17](OCC)=[O:18])(=O)C1C=CC=CC=1.[O-]CC.[Na+], predict the reaction product. The product is: [Cl:29][C:26]1[CH:25]=[CH:24][C:23]([CH2:22][C:15]2[C:16]3[C:17](=[O:18])[NH:9][C:10](=[O:37])[NH:11][C:12]=3[O:13][C:14]=2[C:30]2[CH:35]=[CH:34][CH:33]=[C:32]([Cl:36])[CH:31]=2)=[CH:28][CH:27]=1. (2) Given the reactants [CH3:1][C:2]1[N:7]=[C:6]([C:8]([OH:10])=[O:9])[CH:5]=[CH:4][CH:3]=1.S(Cl)(Cl)=O.[CH3:15]O, predict the reaction product. The product is: [CH3:1][C:2]1[N:7]=[C:6]([C:8]([O:10][CH3:15])=[O:9])[CH:5]=[CH:4][CH:3]=1. (3) Given the reactants Cl[C:2]1[C:11]2=[N:12][N:13](CC3C=CC(OC)=CC=3)[CH:14]=[C:10]2[C:9]2[CH:8]=[C:7]([O:24][CH3:25])[CH:6]=[CH:5][C:4]=2[N:3]=1.[CH3:26][O:27][C:28]1[CH:29]=[C:30]([CH:32]=[CH:33][C:34]=1[N:35]1[CH2:40][CH2:39][O:38][CH2:37][CH2:36]1)[NH2:31].Cl, predict the reaction product. The product is: [CH3:25][O:24][C:7]1[CH:6]=[CH:5][C:4]2[N:3]=[C:2]([NH:31][C:30]3[CH:32]=[CH:33][C:34]([N:35]4[CH2:36][CH2:37][O:38][CH2:39][CH2:40]4)=[C:28]([O:27][CH3:26])[CH:29]=3)[C:11]3=[N:12][NH:13][CH:14]=[C:10]3[C:9]=2[CH:8]=1. (4) Given the reactants [I:1][C:2]1[CH:7]=[CH:6][C:5]([OH:8])=[CH:4][CH:3]=1.[O:9]1[CH:14]=[CH:13][CH2:12][CH2:11][CH2:10]1, predict the reaction product. The product is: [I:1][C:2]1[CH:7]=[CH:6][C:5]([O:8][CH:10]2[CH2:11][CH2:12][CH2:13][CH2:14][O:9]2)=[CH:4][CH:3]=1. (5) Given the reactants [CH3:1][C:2]([CH3:25])([CH3:24])[CH2:3][N:4]([CH3:23])[C:5]1[N:10]=[CH:9][N:8]=[C:7]([NH:11][C:12]2[CH:13]=[C:14]([CH:19]=[CH:20][C:21]=2[CH3:22])[C:15]([NH:17][CH3:18])=[O:16])[CH:6]=1.C(=O)(O)[O-].[Na+].[Br:31]Br, predict the reaction product. The product is: [Br:31][C:6]1[C:7]([NH:11][C:12]2[CH:13]=[C:14]([CH:19]=[CH:20][C:21]=2[CH3:22])[C:15]([NH:17][CH3:18])=[O:16])=[N:8][CH:9]=[N:10][C:5]=1[N:4]([CH2:3][C:2]([CH3:25])([CH3:24])[CH3:1])[CH3:23]. (6) Given the reactants [F:1][C:2]1[CH:3]=[C:4]([C:13]2[N:18]=[C:17]([N:19]3[CH2:23][CH2:22][CH2:21][CH:20]3[C:24]3[CH:29]=[CH:28][CH:27]=[CH:26][CH:25]=3)[C:16]([C:30](O)=[O:31])=[CH:15][CH:14]=2)[CH:5]=[C:6]([O:8][CH2:9][CH:10]([CH3:12])[CH3:11])[CH:7]=1.Cl[S:34]([N:37]=C=O)(=[O:36])=[O:35].[NH:40]1[CH2:44][CH2:43][C@@H:42]([NH:45]C(=O)OC(C)(C)C)[CH2:41]1.C(N(CC)CC)C.Cl, predict the reaction product. The product is: [NH2:45][C@@H:42]1[CH2:43][CH2:44][N:40]([S:34]([NH:37][C:30]([C:16]2[C:17]([N:19]3[CH2:23][CH2:22][CH2:21][CH:20]3[C:24]3[CH:29]=[CH:28][CH:27]=[CH:26][CH:25]=3)=[N:18][C:13]([C:4]3[CH:5]=[C:6]([O:8][CH2:9][CH:10]([CH3:11])[CH3:12])[CH:7]=[C:2]([F:1])[CH:3]=3)=[CH:14][CH:15]=2)=[O:31])(=[O:36])=[O:35])[CH2:41]1. (7) Given the reactants CC1C=CC(S(O[CH2:12][CH2:13][C:14]2[CH:19]=[CH:18][C:17]([Br:20])=[CH:16][CH:15]=2)(=O)=O)=CC=1.[CH2:21]([N:23](CC)[CH2:24][CH3:25])[CH3:22].N1CCCC1, predict the reaction product. The product is: [Br:20][C:17]1[CH:16]=[CH:15][C:14]([CH2:13][CH2:12][N:23]2[CH2:24][CH2:25][CH2:22][CH2:21]2)=[CH:19][CH:18]=1. (8) The product is: [Br:13][C:14]1[CH:40]=[C:39]([F:41])[CH:38]=[CH:37][C:15]=1[O:16][C:17]1[C:26]2[C:21](=[CH:22][C:23]([C:12]#[C:11][CH2:10][CH2:9][CH2:8][CH2:7][N:4]3[CH2:5][CH2:6][O:1][CH2:2][CH2:3]3)=[C:24]([O:27][CH3:28])[CH:25]=2)[N:20]=[CH:19][N:18]=1. Given the reactants [O:1]1[CH2:6][CH2:5][N:4]([CH2:7][CH2:8][CH2:9][CH2:10][C:11]#[CH:12])[CH2:3][CH2:2]1.[Br:13][C:14]1[CH:40]=[C:39]([F:41])[CH:38]=[CH:37][C:15]=1[O:16][C:17]1[C:26]2[C:21](=[CH:22][C:23](OS(C(F)(F)F)(=O)=O)=[C:24]([O:27][CH3:28])[CH:25]=2)[N:20]=[CH:19][N:18]=1, predict the reaction product.